From a dataset of Peptide-MHC class I binding affinity with 185,985 pairs from IEDB/IMGT. Regression. Given a peptide amino acid sequence and an MHC pseudo amino acid sequence, predict their binding affinity value. This is MHC class I binding data. (1) The peptide sequence is YLDNVGVHI. The binding affinity (normalized) is 0.0847. The MHC is HLA-B15:17 with pseudo-sequence HLA-B15:17. (2) The peptide sequence is LLNMRDLIVT. The MHC is HLA-A02:02 with pseudo-sequence HLA-A02:02. The binding affinity (normalized) is 0.329. (3) The peptide sequence is LASCMGLIY. The MHC is HLA-A01:01 with pseudo-sequence HLA-A01:01. The binding affinity (normalized) is 0.357. (4) The peptide sequence is MSDIFHALV. The MHC is HLA-B15:01 with pseudo-sequence HLA-B15:01. The binding affinity (normalized) is 0.0847.